Dataset: Forward reaction prediction with 1.9M reactions from USPTO patents (1976-2016). Task: Predict the product of the given reaction. (1) Given the reactants C([O:3][C:4](=O)[C:5]([NH:7][C:8]([NH:10][C:11]1[CH:16]=[CH:15][CH:14]=[CH:13][C:12]=1/[CH:17]=[CH:18]/[C:19]1[C:27]2[C:22](=[CH:23][CH:24]=[CH:25][CH:26]=2)[NH:21][N:20]=1)=[O:9])=O)C.C(=O)([O-])O.[Na+], predict the reaction product. The product is: [NH:21]1[C:22]2[C:27](=[CH:26][CH:25]=[CH:24][CH:23]=2)[C:19](/[CH:18]=[CH:17]/[C:12]2[CH:13]=[CH:14][CH:15]=[CH:16][C:11]=2[N:10]2[C:4](=[O:3])[CH2:5][NH:7][C:8]2=[O:9])=[N:20]1. (2) Given the reactants Cl.[N:2]1[C:11]2[NH:10][CH2:9][CH2:8][CH2:7][C:6]=2[CH:5]=[CH:4][C:3]=1[CH2:12][CH2:13][CH2:14][CH2:15][C:16]([OH:18])=O.F[P-](F)(F)(F)(F)F.[N:26]1(O[P+](N(C)C)(N(C)C)N(C)C)[C:30]2[CH:31]=[CH:32][CH:33]=[CH:34]C=2N=N1.[CH3:46][N:47]1CCOCC1.[C:53]([O:56][CH2:57][CH3:58])(=[O:55])[CH3:54], predict the reaction product. The product is: [CH2:57]([O:56][C:53](=[O:55])[CH2:54][C@@H:46]([C:33]1[CH:34]=[N:26][CH:30]=[CH:31][CH:32]=1)[NH:47][C:16](=[O:18])[CH2:15][CH2:14][CH2:13][CH2:12][C:3]1[CH:4]=[CH:5][C:6]2[CH2:7][CH2:8][CH2:9][NH:10][C:11]=2[N:2]=1)[CH3:58]. (3) The product is: [Br:1][C:2]1[CH:3]=[CH:4][C:5]([C:8]2[CH2:12][CH:11]([CH2:13][OH:14])[O:10][N:9]=2)=[N+:6]([O-:23])[CH:7]=1. Given the reactants [Br:1][C:2]1[CH:3]=[CH:4][C:5]([C:8]2[CH2:12][CH:11]([CH2:13][OH:14])[O:10][N:9]=2)=[N:6][CH:7]=1.ClC1C=CC=C(C(OO)=[O:23])C=1, predict the reaction product.